Dataset: NCI-60 drug combinations with 297,098 pairs across 59 cell lines. Task: Regression. Given two drug SMILES strings and cell line genomic features, predict the synergy score measuring deviation from expected non-interaction effect. (1) Drug 1: CC(C)CN1C=NC2=C1C3=CC=CC=C3N=C2N. Drug 2: N.N.Cl[Pt+2]Cl. Cell line: U251. Synergy scores: CSS=58.2, Synergy_ZIP=2.51, Synergy_Bliss=1.66, Synergy_Loewe=4.89, Synergy_HSA=4.41. (2) Synergy scores: CSS=12.2, Synergy_ZIP=-1.36, Synergy_Bliss=-0.680, Synergy_Loewe=-4.68, Synergy_HSA=-0.309. Drug 1: CC1=C(N=C(N=C1N)C(CC(=O)N)NCC(C(=O)N)N)C(=O)NC(C(C2=CN=CN2)OC3C(C(C(C(O3)CO)O)O)OC4C(C(C(C(O4)CO)O)OC(=O)N)O)C(=O)NC(C)C(C(C)C(=O)NC(C(C)O)C(=O)NCCC5=NC(=CS5)C6=NC(=CS6)C(=O)NCCC[S+](C)C)O. Drug 2: CC(C)NC(=O)C1=CC=C(C=C1)CNNC.Cl. Cell line: HT29. (3) Drug 1: CC(C)(C#N)C1=CC(=CC(=C1)CN2C=NC=N2)C(C)(C)C#N. Drug 2: CN(C(=O)NC(C=O)C(C(C(CO)O)O)O)N=O. Cell line: HCT116. Synergy scores: CSS=-3.05, Synergy_ZIP=2.52, Synergy_Bliss=0.152, Synergy_Loewe=-0.783, Synergy_HSA=-4.43.